Dataset: Full USPTO retrosynthesis dataset with 1.9M reactions from patents (1976-2016). Task: Predict the reactants needed to synthesize the given product. (1) Given the product [CH2:29]([S:26]([N:23]1[CH2:22][CH2:21][N:20]([C:17]2[N:16]=[C:15]([C:31]3[O:33][C:36]([C:37]4[CH:42]=[CH:41][CH:40]=[CH:39][CH:38]=4)=[N:35][N:3]=3)[C:14]([NH2:13])=[N:19][CH:18]=2)[CH2:25][CH2:24]1)(=[O:27])=[O:28])[CH3:30], predict the reactants needed to synthesize it. The reactants are: C1N=C[N:3](C(N2C=NC=C2)=O)C=1.[NH2:13][C:14]1[C:15]([C:31]([OH:33])=O)=[N:16][C:17]([N:20]2[CH2:25][CH2:24][N:23]([S:26]([CH2:29][CH3:30])(=[O:28])=[O:27])[CH2:22][CH2:21]2)=[CH:18][N:19]=1.O[N:35]=[C:36](N)[C:37]1[CH:42]=[CH:41][CH:40]=[CH:39][CH:38]=1. (2) The reactants are: Cl[C:2]1[N:3]=[C:4]([O:29][CH:30]2[CH2:33][C:32]([F:35])([F:34])[CH2:31]2)[C:5]2[C:10]([C:11]3[CH:20]=[CH:19][C:14]([C:15]([NH:17][CH3:18])=[O:16])=[CH:13][CH:12]=3)=[CH:9][N:8]([CH2:21][O:22][CH2:23][CH2:24][Si:25]([CH3:28])([CH3:27])[CH3:26])[C:6]=2[N:7]=1.[NH2:36][C:37]1[CH:49]=[CH:48][C:40]([C:41]([NH:43][CH:44]2[CH2:47][O:46][CH2:45]2)=[O:42])=[CH:39][C:38]=1[O:50][CH3:51].C(=O)([O-])[O-].[Cs+].[Cs+].CC1(C)C2C=CC=C(P(C3C=CC=CC=3)C3C=CC=CC=3)C=2OC2C1=CC=CC=2P(C1C=CC=CC=1)C1C=CC=CC=1. Given the product [F:34][C:32]1([F:35])[CH2:33][CH:30]([O:29][C:4]2[C:5]3[C:10]([C:11]4[CH:20]=[CH:19][C:14]([C:15](=[O:16])[NH:17][CH3:18])=[CH:13][CH:12]=4)=[CH:9][N:8]([CH2:21][O:22][CH2:23][CH2:24][Si:25]([CH3:28])([CH3:27])[CH3:26])[C:6]=3[N:7]=[C:2]([NH:36][C:37]3[CH:49]=[CH:48][C:40]([C:41]([NH:43][CH:44]4[CH2:45][O:46][CH2:47]4)=[O:42])=[CH:39][C:38]=3[O:50][CH3:51])[N:3]=2)[CH2:31]1, predict the reactants needed to synthesize it. (3) Given the product [CH3:15][CH:13]([O:12][C:9]1[CH:10]=[CH:11][C:6]([CH2:5][OH:4])=[N:7][CH:8]=1)[CH3:14], predict the reactants needed to synthesize it. The reactants are: C([O:4][CH2:5][C:6]1[CH:11]=[CH:10][C:9]([O:12][CH:13]([CH3:15])[CH3:14])=[CH:8][N:7]=1)(=O)C.C(=O)([O-])[O-].[K+].[K+]. (4) Given the product [C:1]([C:5]1[CH:12]=[CH:11][C:8]([CH:9]2[N:13]([C:14]3[S:15][C:16]([S:19]([C:22]4[CH:23]=[CH:24][C:25]([N+:28]([O-:30])=[O:29])=[CH:26][CH:27]=4)(=[O:20])=[O:21])=[CH:17][N:18]=3)[C:34](=[O:33])[C:35]([OH:47])=[C:36]2[C:37](=[O:46])[CH2:38][CH2:39][C:40]2[CH:41]=[CH:42][CH:43]=[CH:44][CH:45]=2)=[CH:7][CH:6]=1)([CH3:4])([CH3:3])[CH3:2], predict the reactants needed to synthesize it. The reactants are: [C:1]([C:5]1[CH:12]=[CH:11][C:8]([CH:9]=O)=[CH:7][CH:6]=1)([CH3:4])([CH3:3])[CH3:2].[NH2:13][C:14]1[S:15][C:16]([S:19]([C:22]2[CH:27]=[CH:26][C:25]([N+:28]([O-:30])=[O:29])=[CH:24][CH:23]=2)(=[O:21])=[O:20])=[CH:17][N:18]=1.C([O:33][C:34](=O)[C:35]([OH:47])=[CH:36][C:37](=[O:46])[CH2:38][CH2:39][C:40]1[CH:45]=[CH:44][CH:43]=[CH:42][CH:41]=1)C. (5) Given the product [CH2:17]([O:16][C:15]1[CH:14]=[C:13]([O:24][CH2:25][C:26]2[CH:27]=[CH:28][CH:29]=[CH:30][CH:31]=2)[C:12]([Br:32])=[CH:11][C:10]=1[C:9]1[N:8]([C:3]2[CH:4]=[CH:5][CH:6]=[CH:7][C:2]=2[CH3:1])[C:35]([OH:36])=[N:34][N:33]=1)[C:18]1[CH:23]=[CH:22][CH:21]=[CH:20][CH:19]=1, predict the reactants needed to synthesize it. The reactants are: [CH3:1][C:2]1[CH:7]=[CH:6][CH:5]=[CH:4][C:3]=1[NH:8][C:9](=[N:33][NH2:34])[C:10]1[C:15]([O:16][CH2:17][C:18]2[CH:23]=[CH:22][CH:21]=[CH:20][CH:19]=2)=[CH:14][C:13]([O:24][CH2:25][C:26]2[CH:31]=[CH:30][CH:29]=[CH:28][CH:27]=2)=[C:12]([Br:32])[CH:11]=1.[C:35](N1C=CN=C1)(N1C=CN=C1)=[O:36]. (6) Given the product [NH2:14][C@H:12]([C:6]1[N:5]([C:22]2[CH:23]=[CH:24][CH:25]=[CH:26][CH:27]=2)[C:4](=[O:28])[C:3]2[C:8](=[CH:9][CH:10]=[CH:11][C:2]=2[Cl:1])[N:7]=1)[CH3:13], predict the reactants needed to synthesize it. The reactants are: [Cl:1][C:2]1[CH:11]=[CH:10][CH:9]=[C:8]2[C:3]=1[C:4](=[O:28])[N:5]([C:22]1[CH:27]=[CH:26][CH:25]=[CH:24][CH:23]=1)[C:6]([C@@H:12]([NH:14]C(=O)OC(C)(C)C)[CH3:13])=[N:7]2.Cl. (7) Given the product [Cl:10][C:11]1[CH:12]=[CH:13][C:14]([S:17]([N:20]([CH2:29][C:30]2[CH:35]=[CH:34][C:33]([C:36]3[O:37][CH:38]=[CH:39][N:40]=3)=[CH:32][C:31]=2[F:41])[C@@H:21]2[CH2:26][CH2:25][CH2:24][CH2:23][C@H:22]2[CH2:27][F:7])(=[O:19])=[O:18])=[CH:15][CH:16]=1, predict the reactants needed to synthesize it. The reactants are: CCN(S(F)(F)[F:7])CC.[Cl:10][C:11]1[CH:16]=[CH:15][C:14]([S:17]([N:20]([CH2:29][C:30]2[CH:35]=[CH:34][C:33]([C:36]3[O:37][CH:38]=[CH:39][N:40]=3)=[CH:32][C:31]=2[F:41])[C@@H:21]2[CH2:26][CH2:25][CH2:24][CH2:23][C@H:22]2[CH2:27]O)(=[O:19])=[O:18])=[CH:13][CH:12]=1.